This data is from Peptide-MHC class I binding affinity with 185,985 pairs from IEDB/IMGT. The task is: Regression. Given a peptide amino acid sequence and an MHC pseudo amino acid sequence, predict their binding affinity value. This is MHC class I binding data. (1) The peptide sequence is ILHRLAPWI. The MHC is HLA-A25:01 with pseudo-sequence HLA-A25:01. The binding affinity (normalized) is 0.0847. (2) The peptide sequence is EGNLAQGFR. The MHC is HLA-A02:06 with pseudo-sequence HLA-A02:06. The binding affinity (normalized) is 0.0847. (3) The peptide sequence is AAMAAQLQA. The MHC is HLA-A02:03 with pseudo-sequence HLA-A02:03. The binding affinity (normalized) is 0.615. (4) The binding affinity (normalized) is 0.102. The MHC is Patr-A0701 with pseudo-sequence Patr-A0701. The peptide sequence is DFSLDPTFTI. (5) The peptide sequence is YVSGMTTDNL. The MHC is Patr-B0101 with pseudo-sequence Patr-B0101. The binding affinity (normalized) is 0.101. (6) The binding affinity (normalized) is 0.813. The peptide sequence is TMTDDIGMGV. The MHC is HLA-A02:03 with pseudo-sequence HLA-A02:03. (7) The peptide sequence is NPIINTHSFY. The MHC is HLA-B54:01 with pseudo-sequence HLA-B54:01. The binding affinity (normalized) is 0.151.